Task: Predict which catalyst facilitates the given reaction.. Dataset: Catalyst prediction with 721,799 reactions and 888 catalyst types from USPTO (1) Reactant: [CH3:1][N:2]([CH3:38])[C:3]([C:5]1[CH:10]=[C:9]([CH3:11])[C:8]([C:12]2[CH:20]=[CH:19][C:18]([F:21])=[C:17]3[C:13]=2[CH2:14][CH2:15][C@H:16]3[O:22][C:23]2[CH:36]=[CH:35][C:26]3[C@H:27]([CH2:30][C:31]([O:33]C)=[O:32])[CH2:28][O:29][C:25]=3[CH:24]=2)=[C:7]([CH3:37])[CH:6]=1)=[O:4]. Product: [CH3:38][N:2]([CH3:1])[C:3]([C:5]1[CH:6]=[C:7]([CH3:37])[C:8]([C:12]2[CH:20]=[CH:19][C:18]([F:21])=[C:17]3[C:13]=2[CH2:14][CH2:15][C@H:16]3[O:22][C:23]2[CH:36]=[CH:35][C:26]3[C@H:27]([CH2:30][C:31]([OH:33])=[O:32])[CH2:28][O:29][C:25]=3[CH:24]=2)=[C:9]([CH3:11])[CH:10]=1)=[O:4]. The catalyst class is: 40. (2) Reactant: Br[C:2]1[CH:7]=[CH:6][C:5]([C:8]([N:10]2[CH2:15][CH2:14][C:13]3([C:27]4[CH:26]=[N:25][N:24]([CH3:28])[C:23]=4[C:22]4[CH:21]=[CH:20][CH:19]=[CH:18][C:17]=4[O:16]3)[CH2:12][CH2:11]2)=[O:9])=[CH:4][C:3]=1[O:29][CH3:30].[CH:31]1(B(O)O)[CH2:33][CH2:32]1.C([O-])([O-])=O.[K+].[K+]. Product: [CH:31]1([C:2]2[CH:7]=[CH:6][C:5]([C:8]([N:10]3[CH2:15][CH2:14][C:13]4([C:27]5[CH:26]=[N:25][N:24]([CH3:28])[C:23]=5[C:22]5[CH:21]=[CH:20][CH:19]=[CH:18][C:17]=5[O:16]4)[CH2:12][CH2:11]3)=[O:9])=[CH:4][C:3]=2[O:29][CH3:30])[CH2:33][CH2:32]1. The catalyst class is: 3. (3) Reactant: Cl[C:2]1[N:3]=[N:4][C:5]([C:8]2[CH:13]=[CH:12][CH:11]=[CH:10][CH:9]=2)=[CH:6][CH:7]=1.[NH:14]1[CH2:19][CH2:18][NH:17][CH2:16][CH2:15]1. Product: [C:8]1([C:5]2[N:4]=[N:3][C:2]([N:14]3[CH2:19][CH2:18][NH:17][CH2:16][CH2:15]3)=[CH:7][CH:6]=2)[CH:13]=[CH:12][CH:11]=[CH:10][CH:9]=1. The catalyst class is: 10.